Dataset: Forward reaction prediction with 1.9M reactions from USPTO patents (1976-2016). Task: Predict the product of the given reaction. (1) Given the reactants [N:1]1[C:10]2[C:5](=[CH:6][CH:7]=[CH:8][CH:9]=2)[CH:4]=[CH:3][C:2]=1[NH:11][CH2:12][CH2:13][CH2:14][NH2:15].[Cl:16][C:17]1[CH:18]=[C:19]([CH:22]=[CH:23][C:24]=1[Cl:25])[CH:20]=O, predict the reaction product. The product is: [Cl:16][C:17]1[CH:18]=[C:19]([CH2:20][CH:14]([NH2:15])[CH2:13][CH2:12][NH:11][C:2]2[CH:3]=[CH:4][C:5]3[C:10](=[CH:9][CH:8]=[CH:7][CH:6]=3)[N:1]=2)[CH:22]=[CH:23][C:24]=1[Cl:25]. (2) Given the reactants [OH-].[Na+].[C:3]([NH:6][C:7](=[CH:11][C:12]1[CH:17]=[CH:16][CH:15]=[CH:14][CH:13]=1)[C:8]([OH:10])=[O:9])(=[O:5])[CH3:4].[Cl-].[Zn+2:19].[Cl-], predict the reaction product. The product is: [C:3]([NH:6][C:7](=[CH:11][C:12]1[CH:17]=[CH:16][CH:15]=[CH:14][CH:13]=1)[C:8]([O-:10])=[O:9])(=[O:5])[CH3:4].[Zn+2:19].[C:3]([NH:6][C:7](=[CH:11][C:12]1[CH:17]=[CH:16][CH:15]=[CH:14][CH:13]=1)[C:8]([O-:10])=[O:9])(=[O:5])[CH3:4]. (3) The product is: [C:1]([NH:4][C:5]1[CH:14]=[C:13]([B:16]2[O:20][C:19]([CH3:22])([CH3:21])[C:18]([CH3:24])([CH3:23])[O:17]2)[CH:12]=[CH:11][C:6]=1[C:7]([O:9][CH3:10])=[O:8])(=[O:3])[CH3:2]. Given the reactants [C:1]([NH:4][C:5]1[CH:14]=[C:13](Br)[CH:12]=[CH:11][C:6]=1[C:7]([O:9][CH3:10])=[O:8])(=[O:3])[CH3:2].[B:16]1([B:16]2[O:20][C:19]([CH3:22])([CH3:21])[C:18]([CH3:24])([CH3:23])[O:17]2)[O:20][C:19]([CH3:22])([CH3:21])[C:18]([CH3:24])([CH3:23])[O:17]1.CC([O-])=O.[K+].P(C1CCCCC1)(C1CCCCC1)C1CCCCC1, predict the reaction product. (4) Given the reactants [Cl:1][C:2]1[CH:7]=[CH:6][C:5]([C:8]([F:11])([F:10])[F:9])=[CH:4][C:3]=1[C:12]1[CH:13]=[C:14]([C:24](O)=[O:25])[CH:15]=[N:16][C:17]=1[O:18][CH:19]1[CH2:23][CH2:22][CH2:21][CH2:20]1.CN(C(O[N:35]1N=N[C:37]2[CH:38]=[CH:39][CH:40]=[CH:41][C:36]1=2)=[N+](C)C)C.[B-](F)(F)(F)F.C(N(CC)C(C)C)(C)C.CN(C=[O:62])C, predict the reaction product. The product is: [Cl:1][C:2]1[CH:7]=[CH:6][C:5]([C:8]([F:10])([F:9])[F:11])=[CH:4][C:3]=1[C:12]1[C:17]([O:18][CH:19]2[CH2:23][CH2:22][CH2:21][CH2:20]2)=[N:16][CH:15]=[C:14]([CH:13]=1)[C:24]([NH:35][C@@H:36]1[CH2:41][CH2:40][CH2:39][CH2:38][C@H:37]1[OH:62])=[O:25].